Regression. Given a peptide amino acid sequence and an MHC pseudo amino acid sequence, predict their binding affinity value. This is MHC class II binding data. From a dataset of Peptide-MHC class II binding affinity with 134,281 pairs from IEDB. (1) The peptide sequence is AAPEAARSLASSLPG. The MHC is HLA-DQA10102-DQB10602 with pseudo-sequence HLA-DQA10102-DQB10602. The binding affinity (normalized) is 0.389. (2) The peptide sequence is STWLLKPGAGIMIFD. The MHC is HLA-DQA10201-DQB10202 with pseudo-sequence HLA-DQA10201-DQB10202. The binding affinity (normalized) is 0. (3) The peptide sequence is SPILRFLYANVGEEA. The MHC is DRB1_0701 with pseudo-sequence DRB1_0701. The binding affinity (normalized) is 0.473. (4) The peptide sequence is RHNWVNHAVPLAMKLI. The MHC is DRB1_0405 with pseudo-sequence DRB1_0405. The binding affinity (normalized) is 0.468. (5) The peptide sequence is NKEVDRLMSMKSIQK. The MHC is DRB1_0901 with pseudo-sequence DRB1_0901. The binding affinity (normalized) is 0.414.